From a dataset of Reaction yield outcomes from USPTO patents with 853,638 reactions. Predict the reaction yield, written as a fraction of the theoretical maximum amount of product (1.0 means a 100% yield; for example, 0.34 means a 34% yield). The reactants are [OH-].[Na+].[CH3:3][O:4][C:5]1[CH:14]=[C:13]([C:15]2[CH:20]=[CH:19][CH:18]=[CH:17][CH:16]=2)[CH:12]=[CH:11][C:6]=1[C:7]([O:9]C)=[O:8]. The catalyst is CO. The product is [CH3:3][O:4][C:5]1[CH:14]=[C:13]([C:15]2[CH:20]=[CH:19][CH:18]=[CH:17][CH:16]=2)[CH:12]=[CH:11][C:6]=1[C:7]([OH:9])=[O:8]. The yield is 0.960.